Dataset: Full USPTO retrosynthesis dataset with 1.9M reactions from patents (1976-2016). Task: Predict the reactants needed to synthesize the given product. (1) Given the product [F:19][C:2]1([F:1])[CH2:6][CH2:5][C@@H:4]([C@@:7]([OH:18])([C:11]2[CH:12]=[CH:13][C:14]([Br:17])=[CH:15][CH:16]=2)[C:8]([O:10][CH2:33][CH:30]2[CH2:31][CH2:32][NH:27][CH2:28][CH2:29]2)=[O:9])[CH2:3]1, predict the reactants needed to synthesize it. The reactants are: [F:1][C:2]1([F:19])[CH2:6][CH2:5][C@@H:4]([C@@:7]([OH:18])([C:11]2[CH:16]=[CH:15][C:14]([Br:17])=[CH:13][CH:12]=2)[C:8]([OH:10])=[O:9])[CH2:3]1.C(OC([N:27]1[CH2:32][CH2:31][CH:30]([CH2:33]O)[CH2:29][CH2:28]1)=O)(C)(C)C. (2) Given the product [ClH:19].[NH2:1][CH2:4][C@H:5]([OH:18])[CH2:6][N:7]1[C:11](=[O:12])[C:10]2=[CH:13][CH:14]=[CH:15][CH:16]=[C:9]2[C:8]1=[O:17], predict the reactants needed to synthesize it. The reactants are: [N:1]([CH2:4][C@H:5]([OH:18])[CH2:6][N:7]1[C:11](=[O:12])[C:10]2=[CH:13][CH:14]=[CH:15][CH:16]=[C:9]2[C:8]1=[O:17])=[N+]=[N-].[ClH:19].[H][H]. (3) Given the product [NH2:7][C:8]1[C:17]2[N:18]=[C:19]([CH2:32][O:33][CH2:34][CH3:35])[N:20]([CH2:21][C:22]([N:25]([CH:29]([CH3:31])[CH3:30])[C:26]([NH2:28])=[O:27])([CH3:24])[CH3:23])[C:16]=2[C:15]2[CH:14]=[CH:13][C:12]([O:36][CH2:37][CH2:38][CH2:39][CH2:40][CH2:41][CH2:42][NH:43][C:5]([NH:4][CH:1]([CH3:3])[CH3:2])=[O:6])=[CH:11][C:10]=2[N:9]=1, predict the reactants needed to synthesize it. The reactants are: [CH:1]([N:4]=[C:5]=[O:6])([CH3:3])[CH3:2].[NH2:7][C:8]1[C:17]2[N:18]=[C:19]([CH2:32][O:33][CH2:34][CH3:35])[N:20]([CH2:21][C:22]([N:25]([CH:29]([CH3:31])[CH3:30])[C:26]([NH2:28])=[O:27])([CH3:24])[CH3:23])[C:16]=2[C:15]2[CH:14]=[CH:13][C:12]([O:36][CH2:37][CH2:38][CH2:39][CH2:40][CH2:41][CH2:42][NH2:43])=[CH:11][C:10]=2[N:9]=1. (4) Given the product [Si:13]([O:12][CH2:11][C:9]1[O:8][N:7]=[C:6]([C:4]([NH:21][NH2:22])=[O:3])[CH:10]=1)([C:16]([CH3:19])([CH3:18])[CH3:17])([CH3:15])[CH3:14], predict the reactants needed to synthesize it. The reactants are: C([O:3][C:4]([C:6]1[CH:10]=[C:9]([CH2:11][O:12][Si:13]([C:16]([CH3:19])([CH3:18])[CH3:17])([CH3:15])[CH3:14])[O:8][N:7]=1)=O)C.O.[NH2:21][NH2:22].